Predict the reaction yield, written as a fraction of the theoretical maximum amount of product (1.0 means a 100% yield; for example, 0.34 means a 34% yield). From a dataset of Reaction yield outcomes from USPTO patents with 853,638 reactions. (1) The reactants are O=[C:2]1[CH2:7][CH2:6][N:5]([C:8]([O:10][C:11]([CH3:14])([CH3:13])[CH3:12])=[O:9])[CH2:4][CH:3]1[C:15]([O:17][CH3:18])=[O:16].[CH3:19][C@H:20]([NH2:27])[C:21]1[CH:26]=[CH:25][CH:24]=[CH:23][CH:22]=1.C(O)(=O)C.C(O[BH-](OC(=O)C)OC(=O)C)(=O)C.[Na+].C(=O)([O-])[O-].[Na+].[Na+]. The yield is 1.00. The product is [C:21]1([C@@H:20]([NH:27][C@H:2]2[CH2:7][CH2:6][N:5]([C:8]([O:10][C:11]([CH3:14])([CH3:13])[CH3:12])=[O:9])[CH2:4][C@H:3]2[C:15]([O:17][CH3:18])=[O:16])[CH3:19])[CH:26]=[CH:25][CH:24]=[CH:23][CH:22]=1. The catalyst is C1C=CC=CC=1. (2) The reactants are [Br:1][C:2]1[CH:18]=[CH:17][C:5]([CH2:6][NH:7][C:8](=[NH:16])[CH:9](OCC)OCC)=[CH:4][CH:3]=1.[OH-].[Na+]. The catalyst is S(=O)(=O)(O)O. The product is [Br:1][C:2]1[CH:18]=[C:17]2[C:5](=[CH:4][CH:3]=1)[CH:6]=[N:7][C:8]([NH2:16])=[CH:9]2. The yield is 0.400. (3) The reactants are Br[C:2]1[N:3]=[C:4]([NH:11][C:12]2[CH:17]=[C:16]([O:18][CH3:19])[C:15]([O:20][CH3:21])=[C:14](OC)[CH:13]=2)[C:5]2[N:6]([CH:8]=[CH:9][N:10]=2)[CH:7]=1.CC1(C)C(C)(C)OB([C:32]2[CH:33]=[CH:34][C:35]3[S:39][CH:38]=[N:37][C:36]=3[CH:40]=2)O1. The catalyst is C(=O)([O-])[O-].[Na+].[Na+].O1CCOCC1.CO.C(OCC)(=O)C.[Pd].C1(P(C2C=CC=CC=2)C2C=CC=CC=2)C=CC=CC=1.C1(P(C2C=CC=CC=2)C2C=CC=CC=2)C=CC=CC=1.C1(P(C2C=CC=CC=2)C2C=CC=CC=2)C=CC=CC=1.C1(P(C2C=CC=CC=2)C2C=CC=CC=2)C=CC=CC=1. The product is [S:39]1[C:35]2[CH:34]=[CH:33][C:32]([C:2]3[N:3]=[C:4]([NH:11][C:12]4[CH:13]=[CH:14][C:15]([O:20][CH3:21])=[C:16]([O:18][CH3:19])[CH:17]=4)[C:5]4[N:6]([CH:8]=[CH:9][N:10]=4)[CH:7]=3)=[CH:40][C:36]=2[N:37]=[CH:38]1. The yield is 0.700. (4) The reactants are [CH2:1]([C@@H:8]([CH2:12][CH2:13][C@H:14]([CH2:19][C:20]1[CH:25]=[CH:24][CH:23]=[CH:22][CH:21]=1)[C:15]([O:17][CH3:18])=[O:16])[C:9]([OH:11])=O)[C:2]1[CH:7]=[CH:6][CH:5]=[CH:4][CH:3]=1.FC(F)(F)C(O)=O.[NH2:33][C@H:34]1[CH2:40][CH2:39][CH2:38][CH2:37][N:36]([C:41]2[CH:46]=[CH:45][CH:44]=[CH:43][CH:42]=2)[C:35]1=[O:47].C1C=CC2N(O)N=NC=2C=1.C(Cl)CCl.CCN(C(C)C)C(C)C. The catalyst is CN(C=O)C. The product is [CH2:19]([C@@H:14]([CH2:13][CH2:12][C@H:8]([CH2:1][C:2]1[CH:7]=[CH:6][CH:5]=[CH:4][CH:3]=1)[C:9](=[O:11])[NH:33][C@@H:34]1[CH2:40][CH2:39][CH2:38][CH2:37][N:36]([C:41]2[CH:46]=[CH:45][CH:44]=[CH:43][CH:42]=2)[C:35]1=[O:47])[C:15]([O:17][CH3:18])=[O:16])[C:20]1[CH:21]=[CH:22][CH:23]=[CH:24][CH:25]=1. The yield is 0.709. (5) The reactants are [CH3:1][C:2]1[C:10]2[N:9]=[CH:8][NH:7][C:6]=2[CH:5]=[CH:4][C:3]=1[C:11]#[N:12].C1COCC1.[O:18]1[CH:23]=[CH:22][CH2:21][CH2:20][CH2:19]1.CC1C=CC(S(O)(=O)=O)=CC=1.O. The product is [CH3:1][C:2]1[C:10]2[N:9]=[CH:8][N:7]([CH:19]3[CH2:20][CH2:21][CH2:22][CH2:23][O:18]3)[C:6]=2[CH:5]=[CH:4][C:3]=1[C:11]#[N:12]. The yield is 0.770. The catalyst is CCOC(C)=O. (6) The product is [F:1][C:2]1[CH:3]=[CH:4][C:5]([CH2:6][C:7]([CH2:17][CH2:18][C:19]([F:22])([F:21])[F:20])([C:8]#[N:9])[C:10]#[N:11])=[CH:12][CH:13]=1. The catalyst is CN(C)C=O. The reactants are [F:1][C:2]1[CH:13]=[CH:12][C:5]([CH2:6][CH:7]([C:10]#[N:11])[C:8]#[N:9])=[CH:4][CH:3]=1.[H-].[Na+].Br[CH2:17][CH2:18][C:19]([F:22])([F:21])[F:20]. The yield is 0.220. (7) The reactants are [CH3:1][N:2]([S:26]([C:29]1[S:30][CH:31]=[CH:32][CH:33]=1)(=[O:28])=[O:27])[C:3]1[CH:4]=[C:5]([O:21][C:22]([F:25])([F:24])[F:23])[CH:6]=[C:7]2[C:11]=1[NH:10][C:9]([C:12]1[S:13][CH:14]([CH2:17][C:18]([OH:20])=O)[CH2:15][N:16]=1)=[CH:8]2.Cl.C[N:36](C)CCCN=C=NCC.CN(C)C=O. The product is [CH3:1][N:2]([S:26]([C:29]1[S:30][CH:31]=[CH:32][CH:33]=1)(=[O:28])=[O:27])[C:3]1[CH:4]=[C:5]([O:21][C:22]([F:24])([F:25])[F:23])[CH:6]=[C:7]2[C:11]=1[NH:10][C:9]([C:12]1[S:13][CH:14]([CH2:17][C:18]([NH2:36])=[O:20])[CH2:15][N:16]=1)=[CH:8]2. The catalyst is O. The yield is 0.430. (8) The reactants are ClC(OC(Cl)C)=O.[Cl:8][C:9]1[CH:14]=[CH:13][C:12]([C:15]2[CH:16]=[N:17][C:18]([CH:21]3[CH2:26][CH2:25][N:24](C)[CH2:23][CH2:22]3)=[N:19][CH:20]=2)=[CH:11][CH:10]=1.CO. The catalyst is ClCCCl.C(OCC)C. The product is [Cl:8][C:9]1[CH:14]=[CH:13][C:12]([C:15]2[CH:16]=[N:17][C:18]([CH:21]3[CH2:26][CH2:25][NH:24][CH2:23][CH2:22]3)=[N:19][CH:20]=2)=[CH:11][CH:10]=1. The yield is 0.760. (9) The reactants are [CH3:1][N:2]([CH3:12])[C:3]1[CH:8]=[CH:7][C:6]([CH2:9][CH2:10][OH:11])=[CH:5][CH:4]=1.[CH:13]1[CH:18]=[C:17]([CH2:19][C:20](O)=[O:21])[C:16]([NH:23][C:24]2[C:29]([Cl:30])=[CH:28][CH:27]=[CH:26][C:25]=2[Cl:31])=[CH:15][CH:14]=1.C1(N=C=NC2CCCCC2)CCCCC1.[NH4+].[Cl-]. The product is [Cl:30][C:29]1[CH:28]=[CH:27][CH:26]=[C:25]([Cl:31])[C:24]=1[NH:23][C:16]1[CH:15]=[CH:14][CH:13]=[CH:18][C:17]=1[CH2:19][C:20]([O:11][CH2:10][CH2:9][C:6]1[CH:7]=[CH:8][C:3]([N:2]([CH3:1])[CH3:12])=[CH:4][CH:5]=1)=[O:21]. The yield is 0.430. The catalyst is ClCCl.CN(C)C1C=CN=CC=1. (10) The catalyst is C(O)(=O)C.O. The yield is 0.490. The product is [C:14]([C:15]1[CH:16]=[C:17]([OH:18])[N:7]=[CH:5][N:6]=1)([CH3:23])([CH3:22])[CH3:13]. The reactants are C(O)(=O)C.[CH:5]([NH2:7])=[NH:6].C[O-].[Na+].CO.[CH3:13][C:14]([CH3:23])([CH3:22])[CH2:15][C:16](=O)[C:17](OC)=[O:18].